This data is from Forward reaction prediction with 1.9M reactions from USPTO patents (1976-2016). The task is: Predict the product of the given reaction. (1) Given the reactants Cl.[NH2:2][C:3]1[S:4][CH:5]=[C:6]([C:8](=[O:10])[CH3:9])[N:7]=1.[OH-].[NH4+], predict the reaction product. The product is: [NH2:2][C:3]1[S:4][CH:5]=[C:6]([C:8](=[O:10])[CH3:9])[N:7]=1. (2) Given the reactants N.CC(C)([O-:5])C.[K+].[Cl:8][C:9]1[CH:14]=[CH:13][N:12]=[CH:11][C:10]=1[N+:15]([O-:17])=[O:16].C(OO)(C)(C)C, predict the reaction product. The product is: [Cl:8][C:9]1[C:10]([N+:15]([O-:17])=[O:16])=[CH:11][N:12]=[C:13]([OH:5])[CH:14]=1. (3) The product is: [ClH:1].[CH2:7]([O:10][C:11]1[C:19]([O:20][C@@H:21]2[CH2:26][CH2:25][CH2:24][C@H:23]([NH2:27])[CH2:22]2)=[CH:18][CH:17]=[C:16]2[C:12]=1[CH:13]=[N:14][NH:15]2)[CH2:8][CH3:9]. Given the reactants [ClH:1].C(OCC)C.[CH2:7]([O:10][C:11]1[C:19]([O:20][C@@H:21]2[CH2:26][CH2:25][CH2:24][C@H:23]([NH2:27])[CH2:22]2)=[CH:18][CH:17]=[C:16]2[C:12]=1[CH:13]=[N:14][NH:15]2)[CH2:8][CH3:9], predict the reaction product. (4) Given the reactants [CH3:1][O:2][C:3](=[O:16])[C@H:4]([CH2:6][C:7]1[C:15]2[C:10](=[CH:11][CH:12]=[CH:13][CH:14]=2)[NH:9][CH:8]=1)[NH2:5].[CH:17](=O)[C:18]1[CH:23]=[CH:22][CH:21]=[CH:20][CH:19]=1.[OH-].[Na+], predict the reaction product. The product is: [C:18]1([CH:17]2[C:8]3[NH:9][C:10]4[C:15](=[CH:14][CH:13]=[CH:12][CH:11]=4)[C:7]=3[CH2:6][C@@H:4]([C:3]([O:2][CH3:1])=[O:16])[NH:5]2)[CH:23]=[CH:22][CH:21]=[CH:20][CH:19]=1. (5) Given the reactants C(O[C:5](=[O:7])[CH3:6])(=O)C.[F:8][C:9]1[CH:15]=[CH:14][C:12]([NH2:13])=[C:11]([CH3:16])[CH:10]=1, predict the reaction product. The product is: [F:8][C:9]1[CH:15]=[CH:14][C:12]([NH:13][C:5](=[O:7])[CH3:6])=[C:11]([CH3:16])[CH:10]=1. (6) Given the reactants [CH3:1][C:2]1[CH:3]=[C:4]([NH:9][C:10](=O)[CH2:11][C:12]2[CH:17]=[CH:16][C:15]([CH3:18])=[CH:14][N:13]=2)[CH:5]=[CH:6][C:7]=1[CH3:8].B.O1CCCC1, predict the reaction product. The product is: [CH3:1][C:2]1[CH:3]=[C:4]([NH:9][CH2:10][CH2:11][C:12]2[CH:17]=[CH:16][C:15]([CH3:18])=[CH:14][N:13]=2)[CH:5]=[CH:6][C:7]=1[CH3:8]. (7) Given the reactants Cl[C:2]1[CH:7]=[C:6]([O:8][C:9]2[C:10]([CH3:18])=[N:11][C:12]([N+:15]([O-:17])=[O:16])=[CH:13][CH:14]=2)[CH:5]=[CH:4][N:3]=1.C([Sn](CCCC)(CCCC)[C:24]1[S:28][CH:27]=[N:26][CH:25]=1)CCC.CCOC(C)=O.[F-].[K+], predict the reaction product. The product is: [CH3:18][C:10]1[C:9]([O:8][C:6]2[CH:5]=[CH:4][N:3]=[C:2]([C:24]3[S:28][CH:27]=[N:26][CH:25]=3)[CH:7]=2)=[CH:14][CH:13]=[C:12]([N+:15]([O-:17])=[O:16])[N:11]=1. (8) Given the reactants [Na].[C:2]1(=[O:8])[NH:7][CH2:6][CH2:5][CH2:4][CH2:3]1.Br[C:10]1[CH:15]=[CH:14][C:13]([C:16]2[N:25]=[C:24]3[N:18]([CH2:19][CH2:20][C:21]4[CH:37]=[CH:36][CH:35]=[CH:34][C:22]=4[CH:23]3[O:26][CH:27]3[CH2:32][CH2:31][N:30]([CH3:33])[CH2:29][CH2:28]3)[C:17]=2[CH3:38])=[CH:12][CH:11]=1.CC1(C)C2C(=C(P(C3C=CC=CC=3)C3C=CC=CC=3)C=CC=2)OC2C(P(C3C=CC=CC=3)C3C=CC=CC=3)=CC=CC1=2, predict the reaction product. The product is: [CH3:38][C:17]1[N:18]2[C:24]([CH:23]([O:26][CH:27]3[CH2:32][CH2:31][N:30]([CH3:33])[CH2:29][CH2:28]3)[C:22]3[CH:34]=[CH:35][CH:36]=[CH:37][C:21]=3[CH2:20][CH2:19]2)=[N:25][C:16]=1[C:13]1[CH:14]=[CH:15][C:10]([N:7]2[CH2:6][CH2:5][CH2:4][CH2:3][C:2]2=[O:8])=[CH:11][CH:12]=1.